From a dataset of Catalyst prediction with 721,799 reactions and 888 catalyst types from USPTO. Predict which catalyst facilitates the given reaction. (1) Product: [N+:8]([C:5]1[CH:6]=[CH:7][C:2]([O:15][CH:13]([CH3:14])[C:12]([F:17])([F:16])[F:11])=[CH:3][CH:4]=1)([O-:10])=[O:9]. The catalyst class is: 10. Reactant: F[C:2]1[CH:7]=[CH:6][C:5]([N+:8]([O-:10])=[O:9])=[CH:4][CH:3]=1.[F:11][C:12]([F:17])([F:16])[CH:13]([OH:15])[CH3:14].C([O-])([O-])=O.[Cs+].[Cs+]. (2) Reactant: FC(F)(F)C(O)=O.[C:8]([C:11]1[C:19]2[C:14](=[CH:15][N:16]=[CH:17][CH:18]=2)[N:13]([CH2:20][C:21]([OH:23])=O)[N:12]=1)(=[O:10])[NH2:9].FC(F)(F)C(O)=O.[Cl:31][C:32]1[C:33]([F:48])=[C:34]([CH:45]=[CH:46][CH:47]=1)[CH2:35][NH:36][C:37]([C@@H:39]1[CH2:44][C@@H:43]2[C@@H:41]([CH2:42]2)[NH:40]1)=[O:38].CN(C(ON1N=NC2C=CC=CC1=2)=[N+](C)C)C.F[P-](F)(F)(F)(F)F.CCN(C(C)C)C(C)C. Product: [Cl:31][C:32]1[C:33]([F:48])=[C:34]([CH:45]=[CH:46][CH:47]=1)[CH2:35][NH:36][C:37]([C@@H:39]1[CH2:44][C@@H:43]2[C@@H:41]([CH2:42]2)[N:40]1[C:21](=[O:23])[CH2:20][N:13]1[C:14]2=[CH:15][N:16]=[CH:17][CH:18]=[C:19]2[C:11]([C:8]([NH2:9])=[O:10])=[N:12]1)=[O:38]. The catalyst class is: 3. (3) Reactant: [CH:1]1([N+:4]#[C-:5])[CH2:3][CH2:2]1.[Li]CCCC.[Cl:11][C:12]1[CH:19]=[C:18]([Cl:20])[CH:17]=[CH:16][C:13]=1[CH:14]=[O:15]. Product: [Cl:11][C:12]1[CH:19]=[C:18]([Cl:20])[CH:17]=[CH:16][C:13]=1[CH:14]1[O:15][CH:5]=[N:4][C:1]21[CH2:3][CH2:2]2. The catalyst class is: 7. (4) Reactant: [O:1]1CCO[CH:2]1[C:6]1[CH:11]=[CH:10][C:9]([C:12]2[C:21]([C:22]3[CH:27]=[CH:26][CH:25]=[CH:24][CH:23]=3)=[CH:20][C:19]3[C:14](=[CH:15][CH:16]=[N:17][C:18]=3[C:28]3[CH:29]=[N:30][NH:31][CH:32]=3)[N:13]=2)=[CH:8][CH:7]=1.Cl. Product: [C:22]1([C:21]2[C:12]([C:9]3[CH:8]=[CH:7][C:6]([CH:2]=[O:1])=[CH:11][CH:10]=3)=[N:13][C:14]3[C:19]([CH:20]=2)=[C:18]([C:28]2[CH:29]=[N:30][NH:31][CH:32]=2)[N:17]=[CH:16][CH:15]=3)[CH:27]=[CH:26][CH:25]=[CH:24][CH:23]=1. The catalyst class is: 37. (5) Reactant: [CH3:1][O:2][C:3]1[CH:10]=[CH:9][C:8]([CH:11]([CH3:13])[CH3:12])=[CH:7][C:4]=1[CH2:5]O.Cl.[CH:15]([CH:28]1[C:33](=[O:34])[CH2:32][CH2:31][NH:30][CH2:29]1)([C:22]1[CH:27]=[CH:26][CH:25]=[CH:24][CH:23]=1)[C:16]1[CH:21]=[CH:20][CH:19]=[CH:18][CH:17]=1.C(N(C(C)C)CC)(C)C.C(=O)(O)[O-].[Na+]. Product: [CH:15]([CH:28]1[C:33](=[O:34])[CH2:32][CH2:31][N:30]([CH2:5][C:4]2[CH:7]=[C:8]([CH:11]([CH3:13])[CH3:12])[CH:9]=[CH:10][C:3]=2[O:2][CH3:1])[CH2:29]1)([C:22]1[CH:27]=[CH:26][CH:25]=[CH:24][CH:23]=1)[C:16]1[CH:17]=[CH:18][CH:19]=[CH:20][CH:21]=1. The catalyst class is: 4. (6) Reactant: [C:1]([O:5][C:6]([N:8]1[CH2:11][C:10]([C:13]2[CH:18]=[CH:17][C:16]([O:19]CC3C=CC=CC=3)=[CH:15][C:14]=2[O:27]CC2C=CC=CC=2)(O)[CH2:9]1)=[O:7])([CH3:4])([CH3:3])[CH3:2]. Product: [C:1]([O:5][C:6]([N:8]1[CH2:9][CH:10]([C:13]2[CH:18]=[CH:17][C:16]([OH:19])=[CH:15][C:14]=2[OH:27])[CH2:11]1)=[O:7])([CH3:4])([CH3:2])[CH3:3]. The catalyst class is: 407. (7) Reactant: [N:1]([C:4](=[CH:9][C:10]1[CH:15]=[CH:14][CH:13]=[C:12]([CH:16]2[O:20][CH2:19][CH2:18][O:17]2)[CH:11]=1)[C:5]([O:7][CH3:8])=[O:6])=[N+]=[N-]. Product: [O:17]1[CH2:18][CH2:19][O:20][CH:16]1[C:12]1[CH:11]=[C:10]2[C:15](=[CH:14][CH:13]=1)[NH:1][C:4]([C:5]([O:7][CH3:8])=[O:6])=[CH:9]2. The catalyst class is: 113. (8) Reactant: [Cl:1][C:2]1[CH:3]=[C:4]([C:9]2[CH:10]=[N:11][C:12]([N:18]3[CH2:23][CH2:22][O:21][CH2:20][CH2:19]3)=[C:13]([CH:17]=2)[C:14]([OH:16])=O)[CH:5]=[C:6]([CH3:8])[CH:7]=1.[CH3:24][O:25][C:26]1[CH:27]=[C:28]([CH:31]=[CH:32][C:33]=1[O:34][CH3:35])[CH2:29][NH2:30].C(Cl)CCl.C1C=CC2N(O)N=NC=2C=1.CN1CCOCC1. Product: [Cl:1][C:2]1[CH:3]=[C:4]([C:9]2[CH:10]=[N:11][C:12]([N:18]3[CH2:19][CH2:20][O:21][CH2:22][CH2:23]3)=[C:13]([CH:17]=2)[C:14]([NH:30][CH2:29][C:28]2[CH:31]=[CH:32][C:33]([O:34][CH3:35])=[C:26]([O:25][CH3:24])[CH:27]=2)=[O:16])[CH:5]=[C:6]([CH3:8])[CH:7]=1. The catalyst class is: 2. (9) Reactant: CC(C)([O-])C.[K+].[CH2:7]([P:10]([C:15]1[CH:20]=[CH:19][C:18]([NH2:21])=[CH:17][CH:16]=1)([CH2:12][CH2:13][CH3:14])=[O:11])[CH2:8][CH3:9].Cl[C:23]1[N:31]=[C:30]([I:32])[N:29]=[C:28]2[C:24]=1[N:25]=[CH:26][N:27]2[CH:33]1[CH2:38][CH2:37][CH2:36][CH2:35][O:34]1. Product: [CH2:7]([P:10]([C:15]1[CH:16]=[CH:17][C:18]([NH:21][C:23]2[N:31]=[C:30]([I:32])[N:29]=[C:28]3[C:24]=2[N:25]=[CH:26][N:27]3[CH:33]2[CH2:38][CH2:37][CH2:36][CH2:35][O:34]2)=[CH:19][CH:20]=1)([CH2:12][CH2:13][CH3:14])=[O:11])[CH2:8][CH3:9]. The catalyst class is: 1.